This data is from Forward reaction prediction with 1.9M reactions from USPTO patents (1976-2016). The task is: Predict the product of the given reaction. Given the reactants C[CH:2]([NH2:8])[CH2:3][CH2:4][CH2:5][CH2:6][CH3:7].[CH:9](=O)[C:10]1[CH:15]=[CH:14][CH:13]=[CH:12][CH:11]=1.[H][H].[CH3:19]O, predict the reaction product. The product is: [CH2:9]([NH:8][CH2:2][CH:3]([CH3:19])[CH2:4][CH2:5][CH2:6][CH3:7])[C:10]1[CH:15]=[CH:14][CH:13]=[CH:12][CH:11]=1.